This data is from Forward reaction prediction with 1.9M reactions from USPTO patents (1976-2016). The task is: Predict the product of the given reaction. (1) Given the reactants [CH:1]1[C:14]2[C:13](=[O:15])[C:12]3[C:7](=[CH:8][CH:9]=[CH:10][CH:11]=3)[C:6](=[O:16])[C:5]=2[CH:4]=[CH:3][C:2]=1[S:17](Cl)(=[O:19])=[O:18].[CH3:21][N:22]1[CH2:27][CH2:26][NH:25][CH2:24][CH2:23]1.[OH-].[Na+], predict the reaction product. The product is: [CH3:21][N:22]1[CH2:27][CH2:26][N:25]([S:17]([C:2]2[CH:3]=[CH:4][C:5]3[C:6](=[O:16])[C:7]4[C:12](=[CH:11][CH:10]=[CH:9][CH:8]=4)[C:13](=[O:15])[C:14]=3[CH:1]=2)(=[O:19])=[O:18])[CH2:24][CH2:23]1. (2) Given the reactants [N:1]1([CH2:6][CH2:7][CH2:8][CH2:9][C:10]2[CH:15]=[CH:14][C:13]([OH:16])=[CH:12][CH:11]=2)[CH:5]=[CH:4][N:3]=[N:2]1.[H-].[Na+].Cl[CH2:20][C:21]1[CH:22]=[CH:23][C:24]([C:27]2[CH:32]=[CH:31][CH:30]=[C:29]([C:33]([F:36])([F:35])[F:34])[CH:28]=2)=[N:25][CH:26]=1.O, predict the reaction product. The product is: [N:1]1([CH2:6][CH2:7][CH2:8][CH2:9][C:10]2[CH:11]=[CH:12][C:13]([O:16][CH2:20][C:21]3[CH:22]=[CH:23][C:24]([C:27]4[CH:32]=[CH:31][CH:30]=[C:29]([C:33]([F:36])([F:34])[F:35])[CH:28]=4)=[N:25][CH:26]=3)=[CH:14][CH:15]=2)[CH:5]=[CH:4][N:3]=[N:2]1. (3) Given the reactants [CH3:1][O:2][CH2:3][O:4][C:5]1[CH:6]=[N:7][CH:8]=[CH:9][CH:10]=1.CN(CCN(C)C)C.[Li]CCCC.CN([CH:27]=[O:28])C.[Cl-].[NH4+], predict the reaction product. The product is: [CH3:1][O:2][CH2:3][O:4][C:5]1[CH:6]=[N:7][CH:8]=[CH:9][C:10]=1[CH:27]=[O:28]. (4) Given the reactants [NH2:1][CH:2]1[CH2:7][CH2:6][CH:5]([C:8]([O:10][CH2:11][C:12]2[CH:17]=[CH:16][CH:15]=[CH:14][CH:13]=2)=[O:9])[CH2:4][CH2:3]1.[C:18]([N:25]1[CH2:32][CH2:31][CH2:30][C@H:26]1[C:27](O)=[O:28])([O:20][C:21]([CH3:24])([CH3:23])[CH3:22])=[O:19].C1C=CC2N(O)N=NC=2C=1.C(N(CC)CC)C.CCN=C=NCCCN(C)C.Cl, predict the reaction product. The product is: [CH2:11]([O:10][C:8]([C@H:5]1[CH2:6][CH2:7][C@@H:2]([NH:1][C:27]([CH:26]2[CH2:30][CH2:31][CH2:32][N:25]2[C:18]([O:20][C:21]([CH3:24])([CH3:23])[CH3:22])=[O:19])=[O:28])[CH2:3][CH2:4]1)=[O:9])[C:12]1[CH:13]=[CH:14][CH:15]=[CH:16][CH:17]=1. (5) Given the reactants C1(C(=[N:14][C:15]2[CH:16]=[C:17]([CH:27]=[C:28]([CH3:30])[CH:29]=2)[CH2:18][NH:19][C:20](=[O:26])[O:21][C:22]([CH3:25])([CH3:24])[CH3:23])C2C=CC=CC=2)C=CC=CC=1.NO.Cl.CC([O-])=O.[Na+], predict the reaction product. The product is: [NH2:14][C:15]1[CH:16]=[C:17]([CH:27]=[C:28]([CH3:30])[CH:29]=1)[CH2:18][NH:19][C:20](=[O:26])[O:21][C:22]([CH3:25])([CH3:24])[CH3:23]. (6) Given the reactants Br[C:2]1[CH:7]=[CH:6][C:5]([F:8])=[CH:4][CH:3]=1.C(=O)([O-])[O-].[K+].[K+].[Cl-].[K+].C([O:19][CH:20](OCC)[CH:21]=[CH2:22])C.Cl, predict the reaction product. The product is: [F:8][C:5]1[CH:6]=[CH:7][C:2](/[CH:22]=[CH:21]/[CH:20]=[O:19])=[CH:3][CH:4]=1.